Task: Predict which catalyst facilitates the given reaction.. Dataset: Catalyst prediction with 721,799 reactions and 888 catalyst types from USPTO (1) Product: [CH2:1]([O:8][CH2:9][CH2:10][CH2:11][O:12][C:13]1[C:18]([B:30]2[O:34][C:33]([CH3:36])([CH3:35])[C:32]([CH3:38])([CH3:37])[O:31]2)=[C:17]([C:16]([F:29])=[CH:15][CH:14]=1)[CH:27]=[O:28])[C:2]1[CH:7]=[CH:6][CH:5]=[CH:4][CH:3]=1. The catalyst class is: 12. Reactant: [CH2:1]([O:8][CH2:9][CH2:10][CH2:11][O:12][C:13]1[C:18](OS(C(F)(F)F)(=O)=O)=[C:17]([CH:27]=[O:28])[C:16]([F:29])=[CH:15][CH:14]=1)[C:2]1[CH:7]=[CH:6][CH:5]=[CH:4][CH:3]=1.[B:30]1([B:30]2[O:34][C:33]([CH3:36])([CH3:35])[C:32]([CH3:38])([CH3:37])[O:31]2)[O:34][C:33]([CH3:36])([CH3:35])[C:32]([CH3:38])([CH3:37])[O:31]1.CC([O-])=O.[K+]. (2) Reactant: [C:1]([O:4][CH2:5][CH2:6][CH:7]=[CH2:8])(=[O:3])[CH3:2].ClC1C=C(C=CC=1)C(OO)=[O:14]. Product: [C:1]([O:4][CH2:5][CH2:6][CH:7]1[O:14][CH2:8]1)(=[O:3])[CH3:2]. The catalyst class is: 4. (3) Reactant: [C:1]([O:5][C:6]([NH:8][C@H:9]1[C@@H:13]2[C@@H:14]3[C@@:27]([CH3:30])([CH2:28][CH2:29][C@@:12]2([C:46]([OH:48])=[O:47])[CH2:11][CH2:10]1)[C@@:26]1([CH3:31])[C@@H:17]([C@:18]2([CH3:45])[C@@H:23]([CH2:24][CH2:25]1)[C:22]([CH3:33])([CH3:32])[C:21]([C:34]1[CH2:39][CH2:38][CH:37]([C:40]([O:42]CC)=[O:41])[CH2:36][CH:35]=1)=[CH:20][CH2:19]2)[CH2:16][CH2:15]3)=[O:7])([CH3:4])([CH3:3])[CH3:2].[OH-].[Na+]. The catalyst class is: 10. Product: [C:1]([O:5][C:6]([NH:8][C@H:9]1[C@@H:13]2[C@@H:14]3[C@@:27]([CH3:30])([CH2:28][CH2:29][C@@:12]2([C:46]([OH:48])=[O:47])[CH2:11][CH2:10]1)[C@@:26]1([CH3:31])[C@@H:17]([C@:18]2([CH3:45])[C@@H:23]([CH2:24][CH2:25]1)[C:22]([CH3:33])([CH3:32])[C:21]([C:34]1[CH2:39][CH2:38][CH:37]([C:40]([OH:42])=[O:41])[CH2:36][CH:35]=1)=[CH:20][CH2:19]2)[CH2:16][CH2:15]3)=[O:7])([CH3:2])([CH3:3])[CH3:4]. (4) Reactant: [Cl:1][C:2]1[CH:7]=[CH:6][CH:5]=[C:4]([F:8])[C:3]=1[C:9]1[C:13]([C:14]([NH:16][NH2:17])=[O:15])=[C:12]([C:18]2[C:19]([C:30]([F:33])([F:32])[F:31])=[N:20][N:21]([C:23]3[CH:28]=[CH:27][CH:26]=[C:25]([F:29])[CH:24]=3)[CH:22]=2)[O:11][N:10]=1.[F:34][C:35]([F:46])([F:45])[C:36](O[C:36](=O)[C:35]([F:46])([F:45])[F:34])=O.O1C=NN=C1. Product: [Cl:1][C:2]1[CH:7]=[CH:6][CH:5]=[C:4]([F:8])[C:3]=1[C:9]1[C:13]([C:14]2[O:15][C:36]([C:35]([F:46])([F:45])[F:34])=[N:17][N:16]=2)=[C:12]([C:18]2[C:19]([C:30]([F:32])([F:33])[F:31])=[N:20][N:21]([C:23]3[CH:28]=[CH:27][CH:26]=[C:25]([F:29])[CH:24]=3)[CH:22]=2)[O:11][N:10]=1. The catalyst class is: 12. (5) Reactant: [N:1]1[CH:6]=[CH:5][CH:4]=[CH:3][C:2]=1[C:7]1([C:12](O)=[O:13])[CH2:11][CH2:10][CH2:9][CH2:8]1.C(OCC)(=O)C. Product: [N:1]1[CH:6]=[CH:5][CH:4]=[CH:3][C:2]=1[C:7]1([CH2:12][OH:13])[CH2:11][CH2:10][CH2:9][CH2:8]1. The catalyst class is: 188. (6) Reactant: [CH:1]([C:3]1[CH:4]=[C:5]([CH:9]=[CH:10][CH:11]=1)[C:6]([OH:8])=O)=[O:2].C(N(CC)C(C)C)(C)C.[CH2:21]([NH:24][CH2:25][CH2:26][CH3:27])[CH2:22][CH3:23]. Product: [CH2:21]([N:24]([CH2:25][CH2:26][CH3:27])[C:6]([C:5]1[CH:4]=[C:3]([CH:11]=[CH:10][CH:9]=1)[CH:1]=[O:2])=[O:8])[CH2:22][CH3:23]. The catalyst class is: 268. (7) Reactant: C(OC([N:8]1[CH2:13][CH2:12][CH:11]([C:14]2[C:19]([N:20]3[C:28]4[C:23](=[CH:24][CH:25]=[CH:26][CH:27]=4)[CH2:22][CH2:21]3)=[CH:18][CH:17]=[CH:16][N:15]=2)[CH2:10][CH2:9]1)=O)(C)(C)C.[ClH:29]. Product: [ClH:29].[N:20]1([C:19]2[C:14]([CH:11]3[CH2:12][CH2:13][NH:8][CH2:9][CH2:10]3)=[N:15][CH:16]=[CH:17][CH:18]=2)[C:28]2[C:23](=[CH:24][CH:25]=[CH:26][CH:27]=2)[CH2:22][CH2:21]1. The catalyst class is: 5. (8) Reactant: [OH:1][C:2]1[CH:11]=[C:10]([O:12][CH2:13][C:14]([F:20])([F:19])[C:15]([F:18])([F:17])[F:16])[CH:9]=[CH:8][C:3]=1[C:4]([O:6]C)=[O:5].[OH-].[K+].Cl. Product: [OH:1][C:2]1[CH:11]=[C:10]([O:12][CH2:13][C:14]([F:19])([F:20])[C:15]([F:16])([F:17])[F:18])[CH:9]=[CH:8][C:3]=1[C:4]([OH:6])=[O:5]. The catalyst class is: 24. (9) Reactant: Cl[C:2]1[C:7]([C:8]#[N:9])=[C:6]([NH:10][CH2:11][CH2:12][OH:13])[N:5]=[C:4]([NH:14][CH2:15][CH2:16][OH:17])[N:3]=1.Cl.[C:19]1([C:25]2[CH2:26][CH2:27][NH:28][CH2:29][CH:30]=2)[CH:24]=[CH:23][CH:22]=[CH:21][CH:20]=1.C(N(C(C)C)C(C)C)C. Product: [OH:17][CH2:16][CH2:15][NH:14][C:4]1[N:5]=[C:6]([NH:10][CH2:11][CH2:12][OH:13])[C:7]([C:8]#[N:9])=[C:2]([N:28]2[CH2:27][CH:26]=[C:25]([C:19]3[CH:24]=[CH:23][CH:22]=[CH:21][CH:20]=3)[CH2:30][CH2:29]2)[N:3]=1. The catalyst class is: 8. (10) Reactant: Br[C:2]1[C:3]([F:28])=[C:4]([N:8]2[CH:13]=[C:12]([O:14][CH3:15])[C:11](=[O:16])[C:10]([C:17]3[N:21]([C:22]4[CH:27]=[CH:26][CH:25]=[CH:24][CH:23]=4)[N:20]=[CH:19][CH:18]=3)=[N:9]2)[CH:5]=[CH:6][CH:7]=1.Cl.[F:30][C:31]([F:38])([F:37])[CH:32]1[CH2:36][CH2:35][NH:34][CH2:33]1.CC([O-])(C)C.[Na+].CC1(C)C2C(=C(P(C3C=CC=CC=3)C3C=CC=CC=3)C=CC=2)OC2C(P(C3C=CC=CC=3)C3C=CC=CC=3)=CC=CC1=2. Product: [F:28][C:3]1[C:2]([N:34]2[CH2:35][CH2:36][CH:32]([C:31]([F:38])([F:37])[F:30])[CH2:33]2)=[CH:7][CH:6]=[CH:5][C:4]=1[N:8]1[CH:13]=[C:12]([O:14][CH3:15])[C:11](=[O:16])[C:10]([C:17]2[N:21]([C:22]3[CH:27]=[CH:26][CH:25]=[CH:24][CH:23]=3)[N:20]=[CH:19][CH:18]=2)=[N:9]1. The catalyst class is: 62.